From a dataset of Reaction yield outcomes from USPTO patents with 853,638 reactions. Predict the reaction yield, written as a fraction of the theoretical maximum amount of product (1.0 means a 100% yield; for example, 0.34 means a 34% yield). The reactants are CO[C:3](=[O:26])[C:4]1[CH:9]=[CH:8][C:7]([O:10][CH2:11][C:12]2[C:13]([C:18]3[CH:23]=[CH:22][C:21]([F:24])=[CH:20][C:19]=3[F:25])=[N:14][O:15][C:16]=2[CH3:17])=[N:6][CH:5]=1.[NH2:27][CH:28]1[CH2:33][CH2:32][O:31][CH2:30][CH2:29]1. No catalyst specified. The product is [F:25][C:19]1[CH:20]=[C:21]([F:24])[CH:22]=[CH:23][C:18]=1[C:13]1[C:12]([CH2:11][O:10][C:7]2[CH:8]=[CH:9][C:4]([C:3]([NH:27][CH:28]3[CH2:33][CH2:32][O:31][CH2:30][CH2:29]3)=[O:26])=[CH:5][N:6]=2)=[C:16]([CH3:17])[O:15][N:14]=1. The yield is 0.920.